Predict the reaction yield, written as a fraction of the theoretical maximum amount of product (1.0 means a 100% yield; for example, 0.34 means a 34% yield). From a dataset of Reaction yield outcomes from USPTO patents with 853,638 reactions. (1) The reactants are [CH3:1][O:2][C:3]1[CH:8]=[CH:7][CH:6]=[CH:5][C:4]=1[OH:9].F[C:11]1[CH:16]=[C:15]([F:17])[CH:14]=[CH:13][C:12]=1[N+:18]([O-:20])=[O:19].[F:21][C:22]1[CH:28]=[CH:27][C:25]([NH2:26])=[C:24]([O:29][C:30]2[CH:35]=[CH:34][CH:33]=[CH:32][C:31]=2[O:36][CH3:37])[CH:23]=1.[NH2:38][C:39]1[S:40][CH:41]=[CH:42][N:43]=1. No catalyst specified. The product is [F:17][C:15]1[CH:14]=[CH:13][C:12]([N+:18]([O-:20])=[O:19])=[C:11]([O:9][C:4]2[CH:5]=[CH:6][CH:7]=[CH:8][C:3]=2[O:2][CH3:1])[CH:16]=1.[F:21][C:22]1[CH:28]=[CH:27][C:25]([NH:26][C:4]([NH:38][C:39]2[S:40][CH:41]=[CH:42][N:43]=2)=[O:9])=[C:24]([O:29][C:30]2[CH:35]=[CH:34][CH:33]=[CH:32][C:31]=2[O:36][CH3:37])[CH:23]=1. The yield is 0.916. (2) The reactants are Br[C:2]1[N:7]=[CH:6][C:5]2[CH:8]=[C:9]([C:18]3[CH:19]=[N:20][N:21]([C:23]([O:25][C:26]([CH3:29])([CH3:28])[CH3:27])=[O:24])[CH:22]=3)[N:10]([C:11]([O:13][C:14]([CH3:17])([CH3:16])[CH3:15])=[O:12])[C:4]=2[CH:3]=1.[CH3:30][N:31]([CH3:42])[S:32]([C:35]1[CH:40]=[CH:39][C:38]([NH2:41])=[CH:37][CH:36]=1)(=[O:34])=[O:33]. No catalyst specified. The product is [C:26]([O:25][C:23]([N:21]1[CH:22]=[C:18]([C:9]2[N:10]([C:11]([O:13][C:14]([CH3:16])([CH3:15])[CH3:17])=[O:12])[C:4]3[CH:3]=[C:2]([NH:41][C:38]4[CH:39]=[CH:40][C:35]([S:32](=[O:34])(=[O:33])[N:31]([CH3:30])[CH3:42])=[CH:36][CH:37]=4)[N:7]=[CH:6][C:5]=3[CH:8]=2)[CH:19]=[N:20]1)=[O:24])([CH3:29])([CH3:27])[CH3:28]. The yield is 0.860.